This data is from Full USPTO retrosynthesis dataset with 1.9M reactions from patents (1976-2016). The task is: Predict the reactants needed to synthesize the given product. Given the product [Cl:1][C:2]1[C:7]([N:8]([CH3:17])[C:9](=[O:16])[C:10]2[CH:11]=[CH:12][CH:13]=[CH:14][CH:15]=2)=[CH:6][CH:5]=[CH:4][N:3]=1, predict the reactants needed to synthesize it. The reactants are: [Cl:1][C:2]1[C:7]([NH:8][C:9](=[O:16])[C:10]2[CH:15]=[CH:14][CH:13]=[CH:12][CH:11]=2)=[CH:6][CH:5]=[CH:4][N:3]=1.[C:17](=O)([O-])[O-].[K+].[K+].CI.